This data is from Merck oncology drug combination screen with 23,052 pairs across 39 cell lines. The task is: Regression. Given two drug SMILES strings and cell line genomic features, predict the synergy score measuring deviation from expected non-interaction effect. (1) Synergy scores: synergy=18.9. Drug 1: C#Cc1cccc(Nc2ncnc3cc(OCCOC)c(OCCOC)cc23)c1. Drug 2: CCc1c2c(nc3ccc(O)cc13)-c1cc3c(c(=O)n1C2)COC(=O)C3(O)CC. Cell line: SW620. (2) Drug 1: C=CCn1c(=O)c2cnc(Nc3ccc(N4CCN(C)CC4)cc3)nc2n1-c1cccc(C(C)(C)O)n1. Drug 2: CS(=O)(=O)CCNCc1ccc(-c2ccc3ncnc(Nc4ccc(OCc5cccc(F)c5)c(Cl)c4)c3c2)o1. Cell line: A427. Synergy scores: synergy=-0.424. (3) Drug 1: Cc1nc(Nc2ncc(C(=O)Nc3c(C)cccc3Cl)s2)cc(N2CCN(CCO)CC2)n1. Drug 2: CC1(c2nc3c(C(N)=O)cccc3[nH]2)CCCN1. Cell line: NCIH2122. Synergy scores: synergy=-46.4. (4) Synergy scores: synergy=6.96. Drug 2: COC1CC2CCC(C)C(O)(O2)C(=O)C(=O)N2CCCCC2C(=O)OC(C(C)CC2CCC(OP(C)(C)=O)C(OC)C2)CC(=O)C(C)C=C(C)C(O)C(OC)C(=O)C(C)CC(C)C=CC=CC=C1C. Cell line: DLD1. Drug 1: CN(C)C(=N)N=C(N)N. (5) Drug 1: COc1cc(C2c3cc4c(cc3C(OC3OC5COC(C)OC5C(O)C3O)C3COC(=O)C23)OCO4)cc(OC)c1O. Drug 2: CC(C)CC(NC(=O)C(Cc1ccccc1)NC(=O)c1cnccn1)B(O)O. Cell line: MDAMB436. Synergy scores: synergy=7.04. (6) Drug 1: N#Cc1ccc(Cn2cncc2CN2CCN(c3cccc(Cl)c3)C(=O)C2)cc1. Drug 2: CNC(=O)c1cc(Oc2ccc(NC(=O)Nc3ccc(Cl)c(C(F)(F)F)c3)cc2)ccn1. Cell line: EFM192B. Synergy scores: synergy=-1.11.